From a dataset of Catalyst prediction with 721,799 reactions and 888 catalyst types from USPTO. Predict which catalyst facilitates the given reaction. (1) Reactant: Br[C:2]1[C:11]2[C:6](=[CH:7][CH:8]=[CH:9][CH:10]=2)[CH:5]=[C:4]([S:12]([C:15]2[CH:20]=[CH:19][C:18]([F:21])=[CH:17][CH:16]=2)(=[O:14])=[O:13])[N:3]=1.C1(P(C2C=CC=CC=2)C2C3OC4C(=CC=CC=4P(C4C=CC=CC=4)C4C=CC=CC=4)C(C)(C)C=3C=CC=2)C=CC=CC=1.[CH3:64][N:65]1[CH:69]=[C:68]([NH2:70])[N:67]=[CH:66]1.C([O-])([O-])=O.[Na+].[Na+]. Product: [F:21][C:18]1[CH:19]=[CH:20][C:15]([S:12]([C:4]2[N:3]=[C:2]([NH:70][C:68]3[N:67]=[CH:66][N:65]([CH3:64])[CH:69]=3)[C:11]3[C:6]([CH:5]=2)=[CH:7][CH:8]=[CH:9][CH:10]=3)(=[O:14])=[O:13])=[CH:16][CH:17]=1. The catalyst class is: 11. (2) Reactant: C[O:2][C:3]1[CH:4]=[C:5]2[C:10](=[CH:11][CH:12]=1)[C@@H:9]([CH2:13][CH2:14][Br:15])[NH:8][CH2:7][CH2:6]2.[F:16][C:17]([F:22])([F:21])[C:18]([NH2:20])=[O:19].B(Br)(Br)Br.C(=O)([O-])O.[Na+]. Product: [OH:2][C:3]1[CH:4]=[C:5]2[C:10](=[CH:11][CH:12]=1)[C@@H:9]([CH2:13][CH2:14][Br:15])[NH:8][CH2:7][CH2:6]2.[F:16][C:17]([F:22])([F:21])[C:18]([NH2:20])=[O:19]. The catalyst class is: 4.